Dataset: Forward reaction prediction with 1.9M reactions from USPTO patents (1976-2016). Task: Predict the product of the given reaction. (1) Given the reactants [CH:1]1([C:4]2[CH:5]=[N:6][C:7]([NH:14][C:15]3[CH:16]=[C:17]4[C:21](=[CH:22][CH:23]=3)[N:20]([C:24]3[CH:29]=[CH:28][CH:27]=[C:26]([F:30])[CH:25]=3)[CH:19]=[CH:18]4)=[C:8]([CH:13]=2)[C:9]([O:11]C)=[O:10])[CH2:3][CH2:2]1.[OH-].[Na+], predict the reaction product. The product is: [CH:1]1([C:4]2[CH:5]=[N:6][C:7]([NH:14][C:15]3[CH:16]=[C:17]4[C:21](=[CH:22][CH:23]=3)[N:20]([C:24]3[CH:29]=[CH:28][CH:27]=[C:26]([F:30])[CH:25]=3)[CH:19]=[CH:18]4)=[C:8]([CH:13]=2)[C:9]([OH:11])=[O:10])[CH2:2][CH2:3]1. (2) Given the reactants Cl[C:2]1[C:11]2[C:6](=[CH:7][C:8]([O:14][CH2:15][CH2:16][Cl:17])=[C:9]([O:12][CH3:13])[CH:10]=2)[N:5]=[CH:4][C:3]=1[C:18]#[N:19].[O:20]([C:27]1[CH:33]=[CH:32][C:30]([NH2:31])=[CH:29][CH:28]=1)[C:21]1[CH:26]=[CH:25][CH:24]=[CH:23][CH:22]=1.Cl.N1C=CC=CC=1.O, predict the reaction product. The product is: [Cl:17][CH2:16][CH2:15][O:14][C:8]1[CH:7]=[C:6]2[C:11]([C:2]([NH:31][C:30]3[CH:29]=[CH:28][C:27]([O:20][C:21]4[CH:26]=[CH:25][CH:24]=[CH:23][CH:22]=4)=[CH:33][CH:32]=3)=[C:3]([C:18]#[N:19])[CH:4]=[N:5]2)=[CH:10][C:9]=1[O:12][CH3:13]. (3) Given the reactants C[Sn](C)(C)[C:3]1[O:7][C:6]([CH:8]=[O:9])=[CH:5][CH:4]=1.[OH:12][C:13]1[CH:22]=[CH:21][C:20](Br)=[CH:19][C:14]=1[C:15]([O:17][CH3:18])=[O:16].[CH3:24]N(C)C=O, predict the reaction product. The product is: [CH3:18][O:17][C:15](=[O:16])[C:14]1[CH:19]=[C:20]([C:3]2[O:7][C:6]([CH:8]=[O:9])=[CH:5][CH:4]=2)[CH:21]=[C:22]([CH3:24])[C:13]=1[OH:12]. (4) Given the reactants [C:1]([O:5][C:6](=[O:23])[NH:7][C:8]1[CH:13]=[CH:12][C:11]([CH2:14][N:15]2[CH2:20][CH2:19][NH:18][CH2:17][C:16]2([CH3:22])[CH3:21])=[CH:10][N:9]=1)([CH3:4])([CH3:3])[CH3:2].[CH3:24][O:25][C:26]1[CH:33]=[CH:32][C:29]([CH2:30]Br)=[CH:28][CH:27]=1.C(N(CC)CC)C, predict the reaction product. The product is: [C:1]([O:5][C:6](=[O:23])[NH:7][C:8]1[CH:13]=[CH:12][C:11]([CH2:14][N:15]2[CH2:20][CH2:19][N:18]([CH2:30][C:29]3[CH:32]=[CH:33][C:26]([O:25][CH3:24])=[CH:27][CH:28]=3)[CH2:17][C:16]2([CH3:22])[CH3:21])=[CH:10][N:9]=1)([CH3:4])([CH3:2])[CH3:3]. (5) Given the reactants C([O:5][C:6](=[O:36])[CH2:7][N:8]1[C:16]2[C:11](=[CH:12][CH:13]=[C:14]([O:17][CH2:18][CH2:19][C:20]3[S:24][C:23]([C:25]4[CH:30]=[CH:29][C:28]([C:31]([F:34])([F:33])[F:32])=[CH:27][CH:26]=4)=[N:22][C:21]=3[CH3:35])[CH:15]=2)[CH:10]=[CH:9]1)(C)(C)C.[OH-].[Na+], predict the reaction product. The product is: [CH3:35][C:21]1[N:22]=[C:23]([C:25]2[CH:26]=[CH:27][C:28]([C:31]([F:34])([F:32])[F:33])=[CH:29][CH:30]=2)[S:24][C:20]=1[CH2:19][CH2:18][O:17][C:14]1[CH:15]=[C:16]2[C:11]([CH:10]=[CH:9][N:8]2[CH2:7][C:6]([OH:36])=[O:5])=[CH:12][CH:13]=1. (6) Given the reactants [C:1]([C:3]1[CH:8]=[CH:7][C:6]([N:9]([CH2:15][C:16]2[N:17]=[CH:18][N:19](C(OC(C)(C)C)=O)[CH:20]=2)[CH2:10][C:11]([F:14])([F:13])[F:12])=[CH:5][C:4]=1[C:28]([F:31])([F:30])[F:29])#[N:2].[SiH](CC)(CC)CC.C(O)(C(F)(F)F)=O, predict the reaction product. The product is: [NH:19]1[CH:20]=[C:16]([CH2:15][N:9]([CH2:10][C:11]([F:12])([F:13])[F:14])[C:6]2[CH:7]=[CH:8][C:3]([C:1]#[N:2])=[C:4]([C:28]([F:29])([F:31])[F:30])[CH:5]=2)[N:17]=[CH:18]1. (7) Given the reactants [OH:1][CH2:2][C:3]12[CH2:10][CH2:9][C:6]([C:11]3[NH:19][C:18]4[C:17](=[O:20])[N:16]([CH2:21][CH2:22][CH3:23])[C:15](=[O:24])[NH:14][C:13]=4[N:12]=3)([CH2:7][CH2:8]1)[CH2:5][CH2:4]2.[H-].[Na+].Br[C:28]1[CH:33]=[CH:32][C:31]([Cl:34])=[CH:30][N:29]=1, predict the reaction product. The product is: [Cl:34][C:31]1[CH:32]=[CH:33][C:28]([O:1][CH2:2][C:3]23[CH2:8][CH2:7][C:6]([C:11]4[NH:19][C:18]5[C:17](=[O:20])[N:16]([CH2:21][CH2:22][CH3:23])[C:15](=[O:24])[NH:14][C:13]=5[N:12]=4)([CH2:9][CH2:10]2)[CH2:5][CH2:4]3)=[N:29][CH:30]=1. (8) Given the reactants Cl[C:2]1[N:7]=[CH:6][C:5]2[C:8]([CH3:16])([CH3:15])[C:9](=[O:14])[N:10]([CH:11]3[CH2:13][CH2:12]3)[C:4]=2[CH:3]=1.[C:17]1([C:23]([C:25]2[CH:30]=[CH:29][CH:28]=[CH:27][CH:26]=2)=[NH:24])[CH:22]=[CH:21][CH:20]=[CH:19][CH:18]=1.CC(C)([O-])C.[Na+].C1C=CC(P(C2C(C3C(P(C4C=CC=CC=4)C4C=CC=CC=4)=CC=C4C=3C=CC=C4)=C3C(C=CC=C3)=CC=2)C2C=CC=CC=2)=CC=1, predict the reaction product. The product is: [CH:11]1([N:10]2[C:4]3[CH:3]=[C:2]([N:24]=[C:23]([C:17]4[CH:22]=[CH:21][CH:20]=[CH:19][CH:18]=4)[C:25]4[CH:30]=[CH:29][CH:28]=[CH:27][CH:26]=4)[N:7]=[CH:6][C:5]=3[C:8]([CH3:16])([CH3:15])[C:9]2=[O:14])[CH2:13][CH2:12]1. (9) The product is: [Cl:13][C:14]1[CH:15]=[CH:16][C:17]2[N:18]([C:20]([C:23]([C:10]3[C:2]([F:1])=[C:3]4[C:7](=[CH:8][C:9]=3[F:11])[N:6]([CH3:12])[N:5]=[CH:4]4)([OH:25])[CH3:24])=[CH:21][N:22]=2)[N:19]=1. Given the reactants [F:1][C:2]1[CH:10]=[C:9]([F:11])[CH:8]=[C:7]2[C:3]=1[CH:4]=[N:5][N:6]2[CH3:12].[Cl:13][C:14]1[CH:15]=[CH:16][C:17]2[N:18]([C:20]([C:23](=[O:25])[CH3:24])=[CH:21][N:22]=2)[N:19]=1, predict the reaction product. (10) Given the reactants [3H][CH:2]([C:8]1([C:19]2[CH:20]=[CH:21][C:22]([F:25])=[CH:23][CH:24]=2)[O:16][CH2:15][C:14]2[CH:13]=[C:12]([C:17]#[N:18])[CH:11]=[CH:10][C:9]1=2)[CH2:3][CH2:4][N:5]([CH3:7])[CH3:6].C(O)C(N)(CO)CO.Cl.[Na+].[Cl-].[Cl-].[K+], predict the reaction product. The product is: [CH3:6][N:5]([CH2:4][CH2:3][CH2:2][C:8]1([C:19]2[CH:24]=[CH:23][C:22]([F:25])=[CH:21][CH:20]=2)[O:16][CH2:15][C:14]2[CH:13]=[C:12]([C:17]#[N:18])[CH:11]=[CH:10][C:9]1=2)[CH3:7].